Dataset: Catalyst prediction with 721,799 reactions and 888 catalyst types from USPTO. Task: Predict which catalyst facilitates the given reaction. (1) Reactant: [Cl:1][C:2]1[CH:3]=[C:4]([CH:19]=[CH:20][CH:21]=1)[CH2:5][NH:6][C:7]1[CH:15]=[CH:14][CH:13]=[C:9]([C:10]([OH:12])=O)[C:8]=1[C:16]([OH:18])=O.[O:22]=[C:23]1[CH:28]([N:29]2C(=O)C3C(=CC=CC=3NCCOC)C2=O)[CH2:27][CH2:26][C:25](=[O:45])[NH:24]1. Product: [Cl:1][C:2]1[CH:3]=[C:4]([CH:19]=[CH:20][CH:21]=1)[CH2:5][NH:6][C:7]1[CH:15]=[CH:14][CH:13]=[C:9]2[C:8]=1[C:16](=[O:18])[N:29]([CH:28]1[CH2:27][CH2:26][C:25](=[O:45])[NH:24][C:23]1=[O:22])[C:10]2=[O:12]. The catalyst class is: 27. (2) Reactant: Br[C:2]1[C:3]2[CH:12]=[CH:11][O:10][C:4]=2[C:5](=[O:9])[N:6]([CH3:8])[CH:7]=1.[CH3:13][C:14]1([CH3:30])[C:18]([CH3:20])([CH3:19])[O:17][B:16]([B:16]2[O:17][C:18]([CH3:20])([CH3:19])[C:14]([CH3:30])([CH3:13])[O:15]2)[O:15]1.CC([O-])=O.[K+].CC(C1C=C(C(C)C)C(C2C=CC=CC=2P(C2CCCCC2)C2CCCCC2)=C(C(C)C)C=1)C. Product: [CH3:8][N:6]1[CH:7]=[C:2]([B:16]2[O:17][C:18]([CH3:20])([CH3:19])[C:14]([CH3:30])([CH3:13])[O:15]2)[C:3]2[CH:12]=[CH:11][O:10][C:4]=2[C:5]1=[O:9]. The catalyst class is: 62. (3) Product: [CH3:6][C:2]1[C:23]([C:22](=[O:24])[CH3:8])=[CH:5][S:4][CH:3]=1. Reactant: Br[C:2]1[C:6](C)=[CH:5][S:4][CH:3]=1.[CH3:8]CCCCC.C([Li])CCC.CON(C)[C:22](=[O:24])[CH3:23].[Cl-].[NH4+]. The catalyst class is: 27.